From a dataset of Peptide-MHC class I binding affinity with 185,985 pairs from IEDB/IMGT. Regression. Given a peptide amino acid sequence and an MHC pseudo amino acid sequence, predict their binding affinity value. This is MHC class I binding data. (1) The peptide sequence is EVAESVMFM. The MHC is HLA-B40:01 with pseudo-sequence HLA-B40:01. The binding affinity (normalized) is 0.0847. (2) The peptide sequence is KYFDDVTAF. The MHC is HLA-B08:02 with pseudo-sequence HLA-B08:02. The binding affinity (normalized) is 0.0847. (3) The peptide sequence is ELIKELPGY. The MHC is HLA-B38:01 with pseudo-sequence HLA-B38:01. The binding affinity (normalized) is 0.0847. (4) The MHC is HLA-B08:01 with pseudo-sequence HLA-B08:01. The binding affinity (normalized) is 0.0847. The peptide sequence is FTLSFGNST. (5) The peptide sequence is VSALRLFNY. The MHC is HLA-B15:01 with pseudo-sequence HLA-B15:01. The binding affinity (normalized) is 0.383.